From a dataset of Catalyst prediction with 721,799 reactions and 888 catalyst types from USPTO. Predict which catalyst facilitates the given reaction. (1) Product: [Br:1][C:2]1[CH:3]=[C:4]([C:9]2([CH2:12][OH:13])[NH:14][C:15](=[O:18])[CH2:16][O:11][CH2:10]2)[C:5]([Cl:8])=[N:6][CH:7]=1. Reactant: [Br:1][C:2]1[CH:3]=[C:4]([C:9]([NH:14][C:15](=[O:18])[CH2:16]Cl)([CH2:12][OH:13])[CH2:10][OH:11])[C:5]([Cl:8])=[N:6][CH:7]=1.CC(C)([O-])C.[K+].O. The catalyst class is: 107. (2) Product: [CH3:18][S:19][CH2:20][CH2:21][O:1][C:2]1[CH:7]=[N:6][C:5]([NH2:8])=[N:4][CH:3]=1. Reactant: [OH:1][C:2]1[CH:3]=[N:4][C:5]([NH:8]C(=O)CCCCC)=[N:6][CH:7]=1.[OH-].[Na+].[CH3:18][S:19][CH2:20][CH2:21]Cl.CO. The catalyst class is: 252.